From a dataset of Catalyst prediction with 721,799 reactions and 888 catalyst types from USPTO. Predict which catalyst facilitates the given reaction. (1) Reactant: [NH2:1][C:2]1[CH:3]=[C:4]([N:8]2[C:13]3[N:14]=[C:15]([NH:18][C:19]4[CH:24]=[CH:23][C:22]([N:25]5[CH2:30][CH2:29][N:28]([CH3:31])[CH2:27][CH2:26]5)=[CH:21][C:20]=4[O:32][CH3:33])[N:16]=[CH:17][C:12]=3[CH:11]=[CH:10][C:9]2=[O:34])[CH:5]=[CH:6][CH:7]=1.CCN(C(C)C)C(C)C.[C:44](Cl)(=[O:47])[CH:45]=[CH2:46].C([O-])(O)=O.[Na+]. Product: [CH3:33][O:32][C:20]1[CH:21]=[C:22]([N:25]2[CH2:30][CH2:29][N:28]([CH3:31])[CH2:27][CH2:26]2)[CH:23]=[CH:24][C:19]=1[NH:18][C:15]1[N:16]=[CH:17][C:12]2[CH:11]=[CH:10][C:9](=[O:34])[N:8]([C:4]3[CH:3]=[C:2]([NH:1][C:44](=[O:47])[CH:45]=[CH2:46])[CH:7]=[CH:6][CH:5]=3)[C:13]=2[N:14]=1. The catalyst class is: 168. (2) The catalyst class is: 22. Product: [CH3:6][S:7]([C:10]1[CH:15]=[CH:14][CH:13]=[CH:12][C:11]=1[S:16]([NH:19][C:20]1[CH:21]=[C:22]2[C:26](=[CH:27][CH:28]=1)[NH:25][N:24]=[C:23]2/[CH:36]=[CH:37]/[C:38]([O:40][CH3:41])=[O:39])(=[O:17])=[O:18])(=[O:9])=[O:8]. Reactant: I[Si](C)(C)C.[CH3:6][S:7]([C:10]1[CH:15]=[CH:14][CH:13]=[CH:12][C:11]=1[S:16]([NH:19][C:20]1[CH:21]=[C:22]2[C:26](=[CH:27][CH:28]=1)[N:25](C(OC(C)(C)C)=O)[N:24]=[C:23]2/[CH:36]=[CH:37]/[C:38]([O:40][CH3:41])=[O:39])(=[O:18])=[O:17])(=[O:9])=[O:8].N. (3) Reactant: [NH2:1][C@H:2]1[C@@H:6]([CH3:7])[O:5][C@@H:4]([N:8]2[CH:16]=[N:15][C:14]3[C:9]2=[N:10][C:11]([O:18][CH:19]2[CH2:23][CH2:22][CH2:21][CH2:20]2)=[N:12][C:13]=3[NH2:17])[C@@H:3]1[OH:24].[CH:25]1([CH:31]=O)[CH2:30][CH2:29][CH2:28][CH2:27][CH2:26]1.C(O)(=O)C.C(O[BH-](OC(=O)C)OC(=O)C)(=O)C.[Na+]. Product: [CH:25]1([CH2:31][NH:1][C@H:2]2[C@@H:6]([CH3:7])[O:5][C@@H:4]([N:8]3[CH:16]=[N:15][C:14]4[C:9]3=[N:10][C:11]([O:18][CH:19]3[CH2:23][CH2:22][CH2:21][CH2:20]3)=[N:12][C:13]=4[NH2:17])[C@@H:3]2[OH:24])[CH2:30][CH2:29][CH2:28][CH2:27][CH2:26]1. The catalyst class is: 5. (4) Reactant: [CH3:1][CH:2]1[CH2:7][C:6](=O)[CH2:5][CH:4]([CH3:9])[S:3]1.[Si](OS(C(F)(F)F)(=O)=O)(C)(C)C.[Br:22][C:23]1[CH:24]=[C:25]2[C:29](=[C:30]([C:32]([O:34][CH2:35][CH3:36])=[O:33])[CH:31]=1)[NH:28][CH:27]=[CH:26]2.C([SiH](CC)CC)C. Product: [Br:22][C:23]1[CH:24]=[C:25]2[C:29](=[C:30]([C:32]([O:34][CH2:35][CH3:36])=[O:33])[CH:31]=1)[NH:28][CH:27]=[C:26]2[CH:6]1[CH2:7][CH:2]([CH3:1])[S:3][CH:4]([CH3:9])[CH2:5]1. The catalyst class is: 4. (5) Reactant: CCN(C(C)C)C(C)C.[F:10][C:11]([F:28])([F:27])[O:12][C:13]1[CH:14]=[CH:15][CH:16]=[C:17]2[C:22]=1[O:21][C:20](=[O:23])[C:19]([C:24]([OH:26])=O)=[CH:18]2.CN(C(ON1N=NC2C=CC=NC1=2)=[N+](C)C)C.F[P-](F)(F)(F)(F)F.[O:53]([C:60]1[CH:65]=[CH:64][C:63]([C:66]2[CH:71]=[CH:70][CH:69]=[C:68]([NH2:72])[CH:67]=2)=[CH:62][CH:61]=1)[C:54]1[CH:59]=[CH:58][CH:57]=[CH:56][CH:55]=1. Product: [O:53]([C:60]1[CH:65]=[CH:64][C:63]([C:66]2[CH:71]=[CH:70][CH:69]=[C:68]([NH:72][C:24]([C:19]3[C:20](=[O:23])[O:21][C:22]4[C:17]([CH:18]=3)=[CH:16][CH:15]=[CH:14][C:13]=4[O:12][C:11]([F:10])([F:28])[F:27])=[O:26])[CH:67]=2)=[CH:62][CH:61]=1)[C:54]1[CH:55]=[CH:56][CH:57]=[CH:58][CH:59]=1. The catalyst class is: 3. (6) Reactant: [C:1]([O:5][C:6](=[O:29])[CH2:7][O:8][N:9]([C:18](=[O:28])[CH:19]=[C:20]1[C:24](=[O:25])[O:23]C(C)(C)[O:21]1)[CH2:10][C:11]1[CH:16]=[CH:15][C:14]([F:17])=[CH:13][CH:12]=1)([CH3:4])([CH3:3])[CH3:2].[OH-].[Li+].Cl.C(#N)C. Product: [C:1]([O:5][C:6]([CH2:7][O:8][N:9]([CH2:10][C:11]1[CH:12]=[CH:13][C:14]([F:17])=[CH:15][CH:16]=1)[C:18]([CH:19]=[C:20]([OH:21])[C:24]([OH:25])=[O:23])=[O:28])=[O:29])([CH3:4])([CH3:2])[CH3:3]. The catalyst class is: 30.